Dataset: Reaction yield outcomes from USPTO patents with 853,638 reactions. Task: Predict the reaction yield, written as a fraction of the theoretical maximum amount of product (1.0 means a 100% yield; for example, 0.34 means a 34% yield). (1) The yield is 1.00. The product is [I:1][C:2]1[CH:3]=[C:4]2[C:9](=[CH:10][CH:11]=1)[O:8][C@@H:7]([CH2:12][OH:13])[CH2:6][CH2:5]2. The catalyst is C1COCC1. The reactants are [I:1][C:2]1[CH:3]=[C:4]2[C:9](=[CH:10][CH:11]=1)[O:8][C@@H:7]([C:12](O)=[O:13])[CH2:6][CH2:5]2.B.C1COCC1.O.C([O-])(O)=O.[Na+]. (2) The reactants are [H-].[Na+].O=[C:4]1[CH2:9][CH2:8][CH:7]([C:10]([O:12][CH2:13][CH3:14])=[O:11])[CH2:6][CH2:5]1. The catalyst is C1COCC1. The product is [CH2:13]([O:12][C:10]([CH:7]1[CH2:8][CH2:9][C:4](=[CH:7][C:10]([O:12][CH2:13][CH3:14])=[O:11])[CH2:5][CH2:6]1)=[O:11])[CH3:14]. The yield is 0.460. (3) The reactants are [NH2:1][C:2]1[C:7]2[O:8][CH2:9][CH2:10][N:11]([C:12]([O:14][C:15]([CH3:18])([CH3:17])[CH3:16])=[O:13])[C:6]=2[CH:5]=[CH:4][N:3]=1.Br[CH:20]([CH3:28])[C:21](=O)[C:22]([O:24][CH2:25][CH3:26])=[O:23]. The catalyst is C1COCC1. The product is [CH3:28][C:20]1[N:3]2[C:2]([C:7]3[O:8][CH2:9][CH2:10][N:11]([C:12]([O:14][C:15]([CH3:18])([CH3:17])[CH3:16])=[O:13])[C:6]=3[CH:5]=[CH:4]2)=[N:1][C:21]=1[C:22]([O:24][CH2:25][CH3:26])=[O:23]. The yield is 0.250. (4) The reactants are [CH3:1][O:2][C:3]1[C:13]2[CH2:12][CH2:11][CH2:10][C:9](=[O:14])[N:8]([CH3:15])[C:7]=2[CH:6]=[CH:5][C:4]=1[N+:16]([O-])=O.O.NN. The catalyst is [Pd].C(O)C. The product is [NH2:16][C:4]1[CH:5]=[CH:6][C:7]2[N:8]([CH3:15])[C:9](=[O:14])[CH2:10][CH2:11][CH2:12][C:13]=2[C:3]=1[O:2][CH3:1]. The yield is 0.930. (5) The reactants are [NH2:1][C:2]1[CH:3]=[CH:4][C:5]([C:8]([OH:10])=[O:9])=[N:6][CH:7]=1.S(=O)(=O)(O)O.C([O-])([O-])=O.[Na+].[Na+].[CH2:22](O)[CH3:23]. No catalyst specified. The product is [CH2:22]([O:9][C:8]([C:5]1[CH:4]=[CH:3][C:2]([NH2:1])=[CH:7][N:6]=1)=[O:10])[CH3:23]. The yield is 0.890. (6) The reactants are [N:1]1[C:10]2[CH:9]([NH:11][CH2:12][CH2:13][CH2:14][CH2:15][NH2:16])[CH2:8][CH2:7][CH2:6][C:5]=2[CH:4]=[CH:3][CH:2]=1.C(N(CC)CC)C.[CH3:24][C:25]([O:28][C:29](ON=C(C1C=CC=CC=1)C#N)=[O:30])([CH3:27])[CH3:26]. The catalyst is O1CCCC1. The product is [C:25]([O:28][C:29](=[O:30])[NH:16][CH2:15][CH2:14][CH2:13][CH2:12][NH:11][CH:9]1[C:10]2[N:1]=[CH:2][CH:3]=[CH:4][C:5]=2[CH2:6][CH2:7][CH2:8]1)([CH3:27])([CH3:26])[CH3:24]. The yield is 0.800. (7) The reactants are [N:1]([CH2:4][CH:5]1[CH2:9][C:8]2[CH:10]=[CH:11][CH:12]=[C:13]([C:14]3[CH:19]=[CH:18][CH:17]=[CH:16][C:15]=3[O:20][CH3:21])[C:7]=2[O:6]1)=[N+]=[N-]. The catalyst is [Pd]. The product is [CH3:21][O:20][C:15]1[CH:16]=[CH:17][CH:18]=[CH:19][C:14]=1[C:13]1[C:7]2[O:6][CH:5]([CH2:4][NH2:1])[CH2:9][C:8]=2[CH:10]=[CH:11][CH:12]=1. The yield is 0.120. (8) The reactants are [NH2:1][C:2]1[CH:10]=[CH:9][C:5]([C:6]([OH:8])=[O:7])=[CH:4][N:3]=1.Cl.[CH3:12]O. No catalyst specified. The product is [CH3:12][O:7][C:6](=[O:8])[C:5]1[CH:9]=[CH:10][C:2]([NH2:1])=[N:3][CH:4]=1. The yield is 0.710. (9) The reactants are [NH2:1][C:2]1[N:3]([C:11]2[CH:16]=[CH:15][C:14]([CH3:17])=[CH:13][CH:12]=2)[N:4]=[C:5]([C:7]([CH3:10])([CH3:9])[CH3:8])[CH:6]=1.C([O-])(O)=O.[Na+].C(Cl)(Cl)=O.[N-]=C=O.C(C1C=C(N[C:41]([NH:43][C:44]2[C:53]3[C:48](=[CH:49][CH:50]=[CH:51][CH:52]=3)[C:47]([O:54][C:55]3[CH:60]=[CH:59][N:58]=[C:57]([NH:61][CH2:62][CH:63]4[CH2:65][CH2:64]4)[N:56]=3)=[CH:46][CH:45]=2)=[O:42])N(C)N=1)(C)(C)C. The catalyst is C(Cl)Cl.C1(C)C=CC=CC=1.C1COCC1. The product is [C:7]([C:5]1[CH:6]=[C:2]([NH:1][C:41]([NH:43][C:44]2[C:53]3[C:48](=[CH:49][CH:50]=[CH:51][CH:52]=3)[C:47]([O:54][C:55]3[CH:60]=[CH:59][N:58]=[C:57]([NH:61][CH2:62][CH:63]4[CH2:65][CH2:64]4)[N:56]=3)=[CH:46][CH:45]=2)=[O:42])[N:3]([C:11]2[CH:12]=[CH:13][C:14]([CH3:17])=[CH:15][CH:16]=2)[N:4]=1)([CH3:10])([CH3:9])[CH3:8]. The yield is 0.400.